This data is from Forward reaction prediction with 1.9M reactions from USPTO patents (1976-2016). The task is: Predict the product of the given reaction. (1) Given the reactants C1(S[C@H:8]2[CH2:13][CH2:12][C@H:11]([C:14]3[CH:19]=[CH:18][C:17]([OH:20])=[CH:16][C:15]=3[OH:21])[CH2:10][CH2:9]2)C=CC=CC=1.Cl[C:23]1[CH:28]=[CH:27][CH:26]=[C:25](C(OO)=O)[CH:24]=1.[S:33]([O-:37])([O-])(=[O:35])=S.[Na+].[Na+], predict the reaction product. The product is: [C:23]1([S:33]([C@H:8]2[CH2:13][CH2:12][C@H:11]([C:14]3[CH:19]=[CH:18][C:17]([OH:20])=[CH:16][C:15]=3[OH:21])[CH2:10][CH2:9]2)(=[O:37])=[O:35])[CH:28]=[CH:27][CH:26]=[CH:25][CH:24]=1. (2) Given the reactants [N:1]1[CH:6]=[CH:5][C:4]([O:7][CH:8]2[CH2:25][CH2:24][C:11]3([CH2:16][CH2:15][N:14](C(OC(C)(C)C)=O)[CH2:13][CH2:12]3)[CH2:10][CH2:9]2)=[CH:3][CH:2]=1.[ClH:26], predict the reaction product. The product is: [ClH:26].[ClH:26].[N:1]1[CH:2]=[CH:3][C:4]([O:7][CH:8]2[CH2:25][CH2:24][C:11]3([CH2:16][CH2:15][NH:14][CH2:13][CH2:12]3)[CH2:10][CH2:9]2)=[CH:5][CH:6]=1. (3) The product is: [CH3:37][C:36]([CH3:39])([CH3:38])[C:35]([O:34][CH2:33][N:29]1[N:30]=[N:31][C:27]([C:25]2[CH:24]=[CH:23][N:22]=[C:21]([C:12]3[N:11]=[CH:10][N:9]([CH2:8][C:3]4[CH:4]=[CH:5][CH:6]=[CH:7][C:2]=4[Cl:1])[C:13]=3[C:14]3[CH:15]=[CH:16][C:17]([F:20])=[CH:18][CH:19]=3)[CH:26]=2)=[N:28]1)=[O:40]. Given the reactants [Cl:1][C:2]1[CH:7]=[CH:6][CH:5]=[CH:4][C:3]=1[CH2:8][N:9]1[C:13]([C:14]2[CH:19]=[CH:18][C:17]([F:20])=[CH:16][CH:15]=2)=[C:12]([C:21]2[CH:26]=[C:25]([C:27]3[N:28]=[N:29][NH:30][N:31]=3)[CH:24]=[CH:23][N:22]=2)[N:11]=[CH:10]1.Cl[CH2:33][O:34][C:35](=[O:40])[C:36]([CH3:39])([CH3:38])[CH3:37], predict the reaction product. (4) Given the reactants Cl.C[O:3][C:4](=[O:16])[C@H:5]([CH2:7][C:8]1[CH:13]=[CH:12][C:11]([Cl:14])=[C:10]([Br:15])[CH:9]=1)[NH2:6].[Cl:17][C:18]1[CH:26]=[CH:25][C:21]([C:22](O)=[O:23])=[C:20]([NH:27][S:28]([C:31]2[C:32]3[N:33]=[CH:34][CH:35]=[N:36][C:37]=3[CH:38]=[CH:39][CH:40]=2)(=[O:30])=[O:29])[CH:19]=1, predict the reaction product. The product is: [Br:15][C:10]1[CH:9]=[C:8]([CH2:7][C@H:5]([NH:6][C:22](=[O:23])[C:21]2[CH:25]=[CH:26][C:18]([Cl:17])=[CH:19][C:20]=2[NH:27][S:28]([C:31]2[C:32]3[N:33]=[CH:34][CH:35]=[N:36][C:37]=3[CH:38]=[CH:39][CH:40]=2)(=[O:30])=[O:29])[C:4]([OH:3])=[O:16])[CH:13]=[CH:12][C:11]=1[Cl:14]. (5) Given the reactants [CH2:1]([O:8][C:9]1[CH:10]=[C:11]2[C:15](=[CH:16][CH:17]=1)[NH:14][C:13]([C:18]([O:20][CH2:21][CH3:22])=[O:19])=[C:12]2[Br:23])[C:2]1[CH:7]=[CH:6][CH:5]=[CH:4][CH:3]=1.[H-].[Na+].[F:26][C:27]1[CH:34]=[CH:33][C:30]([CH2:31]Br)=[CH:29][CH:28]=1, predict the reaction product. The product is: [CH2:1]([O:8][C:9]1[CH:10]=[C:11]2[C:15](=[CH:16][CH:17]=1)[N:14]([CH2:31][C:30]1[CH:33]=[CH:34][C:27]([F:26])=[CH:28][CH:29]=1)[C:13]([C:18]([O:20][CH2:21][CH3:22])=[O:19])=[C:12]2[Br:23])[C:2]1[CH:3]=[CH:4][CH:5]=[CH:6][CH:7]=1. (6) Given the reactants [CH2:1]([C@H:8]([CH2:12][C:13]([O:15]C(C)(C)C)=[O:14])[C:9]([OH:11])=O)[C:2]1[CH:7]=[CH:6][CH:5]=[CH:4][CH:3]=1.[C:20]1([C:26]2[NH:27][C:28]([NH2:31])=[N:29][N:30]=2)[CH:25]=[CH:24][CH:23]=[CH:22][CH:21]=1, predict the reaction product. The product is: [CH2:1]([C@@H:8]([C:9](=[O:11])[NH:31][C:28]1[NH:27][C:26]([C:20]2[CH:25]=[CH:24][CH:23]=[CH:22][CH:21]=2)=[N:30][N:29]=1)[CH2:12][C:13]([OH:15])=[O:14])[C:2]1[CH:3]=[CH:4][CH:5]=[CH:6][CH:7]=1. (7) Given the reactants [C:1]1([CH2:7][N:8]2[CH2:13][CH2:12][C:11]3([C:21]4[C:16](=[CH:17][CH:18]=[CH:19][CH:20]=4)[C:15](=O)[O:14]3)[CH2:10][CH2:9]2)[CH:6]=[CH:5][CH:4]=[CH:3][CH:2]=1.COC1C=CC(P2(=S)SP(=S)(C3C=CC(OC)=CC=3)[S:32]2)=CC=1.[NH4+].[Cl-], predict the reaction product. The product is: [CH2:7]([N:8]1[CH2:13][CH2:12][C:11]2([C:21]3[C:16](=[CH:17][CH:18]=[CH:19][CH:20]=3)[C:15](=[S:32])[O:14]2)[CH2:10][CH2:9]1)[C:1]1[CH:6]=[CH:5][CH:4]=[CH:3][CH:2]=1.